Dataset: Peptide-MHC class II binding affinity with 134,281 pairs from IEDB. Task: Regression. Given a peptide amino acid sequence and an MHC pseudo amino acid sequence, predict their binding affinity value. This is MHC class II binding data. (1) The peptide sequence is QKYCPNKICTSKGDS. The MHC is HLA-DQA10501-DQB10301 with pseudo-sequence HLA-DQA10501-DQB10301. The binding affinity (normalized) is 0.150. (2) The peptide sequence is GFKAALAAAAGVQPADKYRT. The MHC is HLA-DPA10301-DPB10402 with pseudo-sequence HLA-DPA10301-DPB10402. The binding affinity (normalized) is 0.172.